Dataset: Peptide-MHC class II binding affinity with 134,281 pairs from IEDB. Task: Regression. Given a peptide amino acid sequence and an MHC pseudo amino acid sequence, predict their binding affinity value. This is MHC class II binding data. (1) The peptide sequence is YDTYKCIPSLEAAVK. The MHC is HLA-DPA10201-DPB10501 with pseudo-sequence HLA-DPA10201-DPB10501. The binding affinity (normalized) is 0.457. (2) The peptide sequence is AIKAGTGGAYESYKF. The MHC is HLA-DPA10301-DPB10402 with pseudo-sequence HLA-DPA10301-DPB10402. The binding affinity (normalized) is 0.